This data is from Full USPTO retrosynthesis dataset with 1.9M reactions from patents (1976-2016). The task is: Predict the reactants needed to synthesize the given product. (1) Given the product [C:1]([C:3]1[CH:4]=[C:5]([N:9]([CH2:17][C:16]2[CH:19]=[CH:20][CH:21]=[CH:22][C:15]=2[F:14])[C:10](=[O:13])[CH2:11][CH3:12])[CH:6]=[CH:7][CH:8]=1)#[N:2], predict the reactants needed to synthesize it. The reactants are: [C:1]([C:3]1[CH:4]=[C:5]([NH:9][C:10](=[O:13])[CH2:11][CH3:12])[CH:6]=[CH:7][CH:8]=1)#[N:2].[F:14][C:15]1[CH:22]=[CH:21][CH:20]=[CH:19][C:16]=1[CH2:17]Br. (2) Given the product [F:17][C:18]([F:23])([F:22])[C@@H:19]([OH:20])[CH2:21][N:13]1[CH2:14][CH2:15][CH2:16][CH:11]([C:7]2[CH:8]=[CH:9][CH:10]=[C:5]([S:2]([CH3:1])(=[O:4])=[O:3])[CH:6]=2)[CH2:12]1, predict the reactants needed to synthesize it. The reactants are: [CH3:1][S:2]([C:5]1[CH:6]=[C:7]([CH:11]2[CH2:16][CH2:15][CH2:14][NH:13][CH2:12]2)[CH:8]=[CH:9][CH:10]=1)(=[O:4])=[O:3].[F:17][C:18]([F:23])([F:22])[C@@H:19]1[CH2:21][O:20]1. (3) Given the product [CH3:1][O:2][C:3]([C:5]1[CH:6]=[C:7]2[C:11](=[CH:12][CH:13]=1)[N:10]([CH2:21][C:20]1[CH:23]=[CH:24][C:17]([N+:14]([O-:16])=[O:15])=[CH:18][CH:19]=1)[CH:9]=[CH:8]2)=[O:4], predict the reactants needed to synthesize it. The reactants are: [CH3:1][O:2][C:3]([C:5]1[CH:6]=[C:7]2[C:11](=[CH:12][CH:13]=1)[NH:10][CH:9]=[CH:8]2)=[O:4].[N+:14]([C:17]1[CH:24]=[CH:23][C:20]([CH2:21]Br)=[CH:19][CH:18]=1)([O-:16])=[O:15]. (4) Given the product [Cl:65][C:59]1[CH:58]=[C:57]([CH:62]=[CH:61][C:60]=1[O:63][CH3:64])[CH2:56][N:52]1[C:53]([CH3:55])=[CH:54][C:49]([O:48][CH2:47][C:46]2[CH:68]=[CH:69][CH:70]=[CH:71][C:45]=2[CH2:44][NH:43][C:30]([NH:29][C:28]2[N:24]([C:20]3[CH:21]=[CH:22][CH:23]=[C:18]([O:17][CH2:16][CH2:15][O:14][CH:9]4[CH2:10][CH2:11][CH2:12][CH2:13][O:8]4)[CH:19]=3)[N:25]=[C:26]([C:39]([CH3:40])([CH3:41])[CH3:42])[CH:27]=2)=[O:38])=[C:50]([Cl:67])[C:51]1=[O:66], predict the reactants needed to synthesize it. The reactants are: C(N(CC)CC)C.[O:8]1[CH2:13][CH2:12][CH2:11][CH2:10][CH:9]1[O:14][CH2:15][CH2:16][O:17][C:18]1[CH:19]=[C:20]([N:24]2[C:28]([NH:29][C:30](=[O:38])OC3C=CC=CC=3)=[CH:27][C:26]([C:39]([CH3:42])([CH3:41])[CH3:40])=[N:25]2)[CH:21]=[CH:22][CH:23]=1.[NH2:43][CH2:44][C:45]1[CH:71]=[CH:70][CH:69]=[CH:68][C:46]=1[CH2:47][O:48][C:49]1[CH:54]=[C:53]([CH3:55])[N:52]([CH2:56][C:57]2[CH:62]=[CH:61][C:60]([O:63][CH3:64])=[C:59]([Cl:65])[CH:58]=2)[C:51](=[O:66])[C:50]=1[Cl:67]. (5) Given the product [CH:2]([CH:3]1[CH2:8][CH2:7][CH2:6][N:5]([C:9]([O:11][C:12]([CH3:15])([CH3:14])[CH3:13])=[O:10])[CH2:4]1)=[O:1], predict the reactants needed to synthesize it. The reactants are: [OH:1][CH2:2][CH:3]1[CH2:8][CH2:7][CH2:6][N:5]([C:9]([O:11][C:12]([CH3:15])([CH3:14])[CH3:13])=[O:10])[CH2:4]1.[Cr](Cl)([O-])(=O)=O.[NH+]1C=CC=CC=1.